This data is from KCNQ2 potassium channel screen with 302,405 compounds. The task is: Binary Classification. Given a drug SMILES string, predict its activity (active/inactive) in a high-throughput screening assay against a specified biological target. (1) The compound is S(C1CC(=O)N(C1=O)c1ccc(cc1)C(OC)=O)CCN. The result is 0 (inactive). (2) The compound is s1c2ncnc(N3CCN(CC3)Cc3ccc(OCC)cc3)c2c(c1)c1ccccc1. The result is 0 (inactive).